Dataset: Full USPTO retrosynthesis dataset with 1.9M reactions from patents (1976-2016). Task: Predict the reactants needed to synthesize the given product. (1) Given the product [CH:1]1([CH2:4][NH:5][C:6](=[O:31])[NH:7][C:8]2[CH:9]=[CH:10][C:11]([C:12]([N:14]3[CH2:15][CH2:16][N:17]([CH2:20][C:21]4[S:25][C:24]([C:26]([NH:46][C:41]([CH2:44][CH3:45])([CH3:43])[CH3:42])=[O:28])=[CH:23][CH:22]=4)[CH2:18][CH2:19]3)=[O:13])=[CH:29][CH:30]=2)[CH2:3][CH2:2]1, predict the reactants needed to synthesize it. The reactants are: [CH:1]1([CH2:4][NH:5][C:6](=[O:31])[NH:7][C:8]2[CH:30]=[CH:29][C:11]([C:12]([N:14]3[CH2:19][CH2:18][N:17]([CH2:20][C:21]4[S:25][C:24]([C:26]([OH:28])=O)=[CH:23][CH:22]=4)[CH2:16][CH2:15]3)=[O:13])=[CH:10][CH:9]=2)[CH2:3][CH2:2]1.C(N(CC)C(C)C)(C)C.[C:41]([NH2:46])([CH2:44][CH3:45])([CH3:43])[CH3:42].CCCP1(OP(CCC)(=O)OP(CCC)(=O)O1)=O. (2) Given the product [NH2:14][C:15]1[CH:20]=[CH:19][C:18]([C:21]2([CH2:35][C:36]3[CH:37]=[CH:38][CH:39]=[CH:40][CH:41]=3)[CH2:25][C:24](=[O:26])[N:23]([CH2:27][C:28]3[CH:33]=[CH:32][CH:31]=[CH:30][CH:29]=3)[C:22]2=[O:34])=[CH:17][CH:16]=1, predict the reactants needed to synthesize it. The reactants are: FC(F)(F)C(O)=O.C(OC(=O)[NH:14][C:15]1[CH:20]=[CH:19][C:18]([C:21]2([CH2:35][C:36]3[CH:41]=[CH:40][CH:39]=[CH:38][CH:37]=3)[CH2:25][C:24](=[O:26])[N:23]([CH2:27][C:28]3[CH:33]=[CH:32][CH:31]=[CH:30][CH:29]=3)[C:22]2=[O:34])=[CH:17][CH:16]=1)(C)(C)C.[Li+].[OH-]. (3) Given the product [OH:15][C:13]([CH3:16])([CH3:14])[CH2:12][NH:11][C:8]([C:3]1[C:2]([NH2:1])=[CH:7][N:6]=[CH:5][N:4]=1)=[O:10], predict the reactants needed to synthesize it. The reactants are: [NH2:1][C:2]1[C:3]([C:8]([OH:10])=O)=[N:4][CH:5]=[N:6][CH:7]=1.[NH2:11][CH2:12][C:13]([CH3:16])([OH:15])[CH3:14].C(N(C(C)C)C(C)C)C.CCCP1(OP(CCC)(=O)OP(CCC)(=O)O1)=O. (4) Given the product [F:1][C:2]([C:5]1[CH:10]=[CH:9][C:8]([CH:20]=[O:21])=[CH:7][CH:6]=1)([F:4])[CH3:3], predict the reactants needed to synthesize it. The reactants are: [F:1][C:2]([C:5]1[CH:10]=[CH:9][C:8](I)=[CH:7][CH:6]=1)([F:4])[CH3:3].C([Mg]Cl)(C)C.CN([CH:20]=[O:21])C. (5) Given the product [I:10][C:3]1[C:4]2[C:9](=[CH:8][CH:7]=[CH:6][CH:5]=2)[NH:1][CH:2]=1, predict the reactants needed to synthesize it. The reactants are: [NH:1]1[C:9]2[C:4](=[CH:5][CH:6]=[CH:7][CH:8]=2)[CH:3]=[CH:2]1.[I-:10].[K+].[OH-].[Na+].II. (6) Given the product [C:35]([C:7]1[N:12]=[C:11]([C:13]([C:15]2[CH:20]=[CH:19][CH:18]=[C:17]([C:21]([CH3:23])([CH3:24])[CH3:22])[N:16]=2)([C:25]2[CH:30]=[CH:29][CH:28]=[C:27]([C:31]([CH3:33])([CH3:32])[CH3:34])[N:26]=2)[OH:14])[CH:10]=[CH:9][CH:8]=1)([OH:37])=[O:36], predict the reactants needed to synthesize it. The reactants are: C([Li])CCC.Br[C:7]1[N:12]=[C:11]([C:13]([C:25]2[CH:30]=[CH:29][CH:28]=[C:27]([C:31]([CH3:34])([CH3:33])[CH3:32])[N:26]=2)([C:15]2[CH:20]=[CH:19][CH:18]=[C:17]([C:21]([CH3:24])([CH3:23])[CH3:22])[N:16]=2)[OH:14])[CH:10]=[CH:9][CH:8]=1.[C:35](=[O:37])=[O:36].